From a dataset of Full USPTO retrosynthesis dataset with 1.9M reactions from patents (1976-2016). Predict the reactants needed to synthesize the given product. The reactants are: C(O[C:5](=[O:7])C)(=O)C.[NH:8]([N:10]=[CH:11][N:12]1[CH2:17][CH2:16][NH:15][CH2:14][CH2:13]1)[NH2:9].[OH-].[K+]. Given the product [CH:5]([N:15]1[CH2:16][CH2:17][N:12]([CH:11]=[N:10][NH:8][NH2:9])[CH2:13][CH2:14]1)=[O:7], predict the reactants needed to synthesize it.